From a dataset of Full USPTO retrosynthesis dataset with 1.9M reactions from patents (1976-2016). Predict the reactants needed to synthesize the given product. (1) Given the product [C:28]([NH:1][C:2]1[C:3]([S:15]([F:20])([F:16])([F:17])([F:18])[F:19])=[CH:4][C:5]([CH3:14])=[C:6]([CH:13]=1)[C:7]([N:9]([O:11][CH3:12])[CH3:10])=[O:8])(=[O:30])[CH3:29], predict the reactants needed to synthesize it. The reactants are: [NH2:1][C:2]1[C:3]([S:15]([F:20])([F:19])([F:18])([F:17])[F:16])=[CH:4][C:5]([CH3:14])=[C:6]([CH:13]=1)[C:7]([N:9]([O:11][CH3:12])[CH3:10])=[O:8].C(N(CC)CC)C.[C:28](Cl)(=[O:30])[CH3:29].C(=O)([O-])O.[Na+]. (2) Given the product [CH3:1][C:2]1[C:6]([CH2:7][S:8][CH2:9][C:10]([N:25]2[CH2:24][CH2:23][N:22]([C:17]3[CH:18]=[CH:19][CH:20]=[CH:21][C:16]=3[O:15][CH3:14])[CH2:27][CH2:26]2)=[O:12])=[C:5]([CH3:13])[O:4][N:3]=1, predict the reactants needed to synthesize it. The reactants are: [CH3:1][C:2]1[C:6]([CH2:7][S:8][CH2:9][C:10]([OH:12])=O)=[C:5]([CH3:13])[O:4][N:3]=1.[CH3:14][O:15][C:16]1[CH:21]=[CH:20][CH:19]=[CH:18][C:17]=1[N:22]1[CH2:27][CH2:26][NH:25][CH2:24][CH2:23]1.CCN(CC)CC.C(P1(=O)OP(CCC)(=O)OP(CCC)(=O)O1)CC. (3) Given the product [CH3:26][C:22]([C:19]1[CH:18]=[CH:17][C:16]([CH2:15][C:5]2[C:4]3[C:9](=[CH:10][CH:11]=[C:2]([N:79]4[CH2:84][CH2:83][O:82][CH2:81][CH2:80]4)[CH:3]=3)[N:8]=[CH:7][C:6]=2[N+:12]([O-:14])=[O:13])=[CH:21][CH:20]=1)([CH3:25])[C:23]#[N:24], predict the reactants needed to synthesize it. The reactants are: Br[C:2]1[CH:3]=[C:4]2[C:9](=[CH:10][CH:11]=1)[N:8]=[CH:7][C:6]([N+:12]([O-:14])=[O:13])=[C:5]2[CH2:15][C:16]1[CH:21]=[CH:20][C:19]([C:22]([CH3:26])([CH3:25])[C:23]#[N:24])=[CH:18][CH:17]=1.C([O-])([O-])=O.[Cs+].[Cs+].C1C=CC(P(C2C(C3C(P(C4C=CC=CC=4)C4C=CC=CC=4)=CC=C4C=3C=CC=C4)=C3C(C=CC=C3)=CC=2)C2C=CC=CC=2)=CC=1.[NH:79]1[CH2:84][CH2:83][O:82][CH2:81][CH2:80]1. (4) Given the product [Br:10][C:11]1[CH:16]=[CH:15][C:14]([S:17]([N:31]2[CH2:30][CH2:29][N:28]([C:26]([O:25][C:21]([CH3:24])([CH3:23])[CH3:22])=[O:27])[CH2:33][CH2:32]2)(=[O:19])=[O:18])=[CH:13][CH:12]=1, predict the reactants needed to synthesize it. The reactants are: C(N(C(C)C)CC)(C)C.[Br:10][C:11]1[CH:16]=[CH:15][C:14]([S:17](Cl)(=[O:19])=[O:18])=[CH:13][CH:12]=1.[C:21]([O:25][C:26]([N:28]1[CH2:33][CH2:32][NH:31][CH2:30][CH2:29]1)=[O:27])([CH3:24])([CH3:23])[CH3:22].